Dataset: Forward reaction prediction with 1.9M reactions from USPTO patents (1976-2016). Task: Predict the product of the given reaction. (1) Given the reactants [Br:1][C:2]1[CH:3]=[C:4]([C:8]([CH:20]2[CH2:24][CH2:23][CH2:22][CH2:21]2)([CH3:19])[C:9]([O:11][CH:12]2[CH2:17][CH2:16][N:15]([CH3:18])[CH2:14][CH2:13]2)=[O:10])[CH:5]=[CH:6][CH:7]=1.[I:25][CH3:26], predict the reaction product. The product is: [I-:25].[Br:1][C:2]1[CH:3]=[C:4]([C:8]([CH:20]2[CH2:21][CH2:22][CH2:23][CH2:24]2)([CH3:19])[C:9]([O:11][CH:12]2[CH2:17][CH2:16][N+:15]([CH3:26])([CH3:18])[CH2:14][CH2:13]2)=[O:10])[CH:5]=[CH:6][CH:7]=1. (2) Given the reactants [F:1][C:2]1[CH:31]=[CH:30][C:5]2[N:6]=[C:7]([NH:9][C@H:10]3[CH2:14][CH2:13][CH2:12][C@@H:11]3[NH:15][C:16](=[O:29])[C:17]3[CH:22]=[CH:21][CH:20]=[CH:19][C:18]=3C3OC(C)=NN=3)[S:8][C:4]=2[CH:3]=1.[N:32]1(C2C=CC=CC=2C(O)=O)[CH:36]=[CH:35][N:34]=[N:33]1.Cl.FC1C=CC2N=C(N[C@H]3CCC[C@@H]3N)SC=2C=1, predict the reaction product. The product is: [F:1][C:2]1[CH:31]=[CH:30][C:5]2[N:6]=[C:7]([NH:9][C@H:10]3[CH2:14][CH2:13][CH2:12][C@@H:11]3[NH:15][C:16](=[O:29])[C:17]3[CH:22]=[CH:21][CH:20]=[CH:19][C:18]=3[N:32]3[CH:36]=[CH:35][N:34]=[N:33]3)[S:8][C:4]=2[CH:3]=1. (3) Given the reactants C[Si]([N-][Si](C)(C)C)(C)C.[K+].[CH2:11]([O:13][C:14]1[C:19]([C:20]2[NH:21][C:22](=[O:37])[C:23]3[C:24](=[C:26]([CH2:35][CH3:36])[N:27]([C:29]4[CH:34]=[CH:33][CH:32]=[CH:31][CH:30]=4)[N:28]=3)[N:25]=2)=[CH:18][C:17]([S:38]([N:41]2[CH2:46][CH2:45][N:44]([CH2:47][CH3:48])[CH2:43][CH2:42]2)(=[O:40])=[O:39])=[CH:16][N:15]=1)[CH3:12].[CH3:49][O:50]CCO, predict the reaction product. The product is: [CH2:35]([C:26]1[N:27]([C:29]2[CH:34]=[CH:33][CH:32]=[CH:31][CH:30]=2)[N:28]=[C:23]2[C:22](=[O:37])[NH:21][C:20]([C:19]3[C:14]([O:13][CH2:11][CH2:12][O:50][CH3:49])=[N:15][CH:16]=[C:17]([S:38]([N:41]4[CH2:46][CH2:45][N:44]([CH2:47][CH3:48])[CH2:43][CH2:42]4)(=[O:40])=[O:39])[CH:18]=3)=[N:25][C:24]=12)[CH3:36]. (4) Given the reactants BrC1C=CC(C2C=[CH:12][C:11]([N:14]([C:22]3[CH:27]=[CH:26][CH:25]=[CH:24][C:23]=3[CH3:28])[C:15]3[CH:20]=[CH:19][CH:18]=[CH:17][C:16]=3[CH3:21])=[CH:10]C=2)=CC=1.[Br:29][C:30]1[CH:35]=CC(C2C=[CH:35][C:30]([Br:29])=[CH:31]C=2)=C[CH:31]=1.BrC1C=CC(Br)=CC=1, predict the reaction product. The product is: [Br:29][C:30]1[CH:35]=[CH:12][C:11]([N:14]([C:22]2[CH:27]=[CH:26][CH:25]=[CH:24][C:23]=2[CH3:28])[C:15]2[CH:20]=[CH:19][CH:18]=[CH:17][C:16]=2[CH3:21])=[CH:10][CH:31]=1.